From a dataset of Forward reaction prediction with 1.9M reactions from USPTO patents (1976-2016). Predict the product of the given reaction. (1) Given the reactants CC(C)([O-])C.[K+].[N+:7]([C:10]1[CH:15]=[CH:14][C:13]([O:16][CH3:17])=[CH:12][CH:11]=1)([O-:9])=[O:8].ClC1C=CC(O[CH2:24][C:25]#[N:26])=CC=1.Cl, predict the reaction product. The product is: [CH3:17][O:16][C:13]1[CH:14]=[CH:15][C:10]([N+:7]([O-:9])=[O:8])=[C:11]([CH2:24][C:25]#[N:26])[CH:12]=1. (2) Given the reactants Br[CH2:2][CH2:3][CH2:4][CH2:5][CH2:6][CH2:7][C:8]1[C:14]2[CH:15]=[CH:16][C:17]([OH:19])=[CH:18][C:13]=2[CH2:12][CH2:11][CH2:10][C:9]=1[C:20]1[CH:25]=[CH:24][C:23]([F:26])=[C:22]([OH:27])[CH:21]=1.[CH3:28][NH:29][CH2:30][CH2:31][CH2:32][CH2:33][CH2:34][CH2:35][S:36]([CH2:39][CH2:40][CH2:41][C:42]([F:48])([F:47])[C:43]([F:46])([F:45])[F:44])(=[O:38])=[O:37], predict the reaction product. The product is: [F:26][C:23]1[CH:24]=[CH:25][C:20]([C:9]2[CH2:10][CH2:11][CH2:12][C:13]3[CH:18]=[C:17]([OH:19])[CH:16]=[CH:15][C:14]=3[C:8]=2[CH2:7][CH2:6][CH2:5][CH2:4][CH2:3][CH2:2][N:29]([CH3:28])[CH2:30][CH2:31][CH2:32][CH2:33][CH2:34][CH2:35][S:36]([CH2:39][CH2:40][CH2:41][C:42]([F:48])([F:47])[C:43]([F:44])([F:45])[F:46])(=[O:38])=[O:37])=[CH:21][C:22]=1[OH:27]. (3) Given the reactants [CH2:1]([N:8]([C:14]([CH3:18])([CH3:17])[CH2:15][OH:16])[C:9](=[O:13])[CH:10](Cl)[CH3:11])[C:2]1[CH:7]=[CH:6][CH:5]=[CH:4][CH:3]=1.CC(C)([O-])C.[K+], predict the reaction product. The product is: [CH2:1]([N:8]1[C:14]([CH3:18])([CH3:17])[CH2:15][O:16][CH:10]([CH3:11])[C:9]1=[O:13])[C:2]1[CH:7]=[CH:6][CH:5]=[CH:4][CH:3]=1. (4) Given the reactants Br[C:2]1[C:7]([CH3:8])=[N:6][CH:5]=[CH:4][N:3]=1.C(=O)([O-])[O-].[Na+].[Na+].[CH3:15][O:16][C:17]1[CH:18]=[C:19]([CH:30]=[CH:31][C:32]=1B1OC(C)(C)C(C)(C)O1)[O:20][C:21]1[C:26]2[CH:27]=[CH:28][O:29][C:25]=2[CH:24]=[CH:23][N:22]=1, predict the reaction product. The product is: [CH3:15][O:16][C:17]1[CH:18]=[C:19]([CH:30]=[CH:31][C:32]=1[C:2]1[C:7]([CH3:8])=[N:6][CH:5]=[CH:4][N:3]=1)[O:20][C:21]1[C:26]2[CH:27]=[CH:28][O:29][C:25]=2[CH:24]=[CH:23][N:22]=1. (5) Given the reactants [C:1]([C:5]1[N:10]=[C:9]([N:11]2[CH2:16][CH2:15][N:14]([CH2:17][CH2:18][CH2:19][CH2:20][NH2:21])[CH2:13][CH2:12]2)[CH:8]=[C:7]([C:22]([F:25])([F:24])[F:23])[N:6]=1)([CH3:4])([CH3:3])[CH3:2].C1N=CN([C:31]([N:33]2[CH:37]=N[CH:35]=[CH:34]2)=[O:32])C=1.C1[C:44]2[CH:45]=[CH:46][CH:47]=[CH:48][C:43]=2[CH2:42]CNC1, predict the reaction product. The product is: [C:1]([C:5]1[N:10]=[C:9]([N:11]2[CH2:16][CH2:15][N:14]([CH2:17][CH2:18][CH2:19][CH2:20][NH:21][C:31]([N:33]3[CH2:34][CH2:35][C:44]4[CH:45]=[CH:46][CH:47]=[CH:48][C:43]=4[CH2:42][CH2:37]3)=[O:32])[CH2:13][CH2:12]2)[CH:8]=[C:7]([C:22]([F:24])([F:25])[F:23])[N:6]=1)([CH3:4])([CH3:2])[CH3:3]. (6) Given the reactants [CH2:1]([O:4][CH2:5][CH2:6][O:7][CH2:8][CH2:9][O:10][C:11]1[CH:16]=[CH:15][C:14]([NH:17]C(=O)OC(C)(C)C)=[CH:13][CH:12]=1)[C:2]#[CH:3].Cl.O1CCOCC1, predict the reaction product. The product is: [CH2:1]([O:4][CH2:5][CH2:6][O:7][CH2:8][CH2:9][O:10][C:11]1[CH:16]=[CH:15][C:14]([NH2:17])=[CH:13][CH:12]=1)[C:2]#[CH:3]. (7) Given the reactants [Cl:1][C:2]1[CH:3]=[C:4]([N+:11]([O-:13])=[O:12])[CH:5]=[C:6]2[C:10]=1[NH:9][CH2:8][CH2:7]2.ClC1C(=O)C(C#N)=C(C#N)C(=O)C=1Cl.C(Cl)(Cl)Cl, predict the reaction product. The product is: [Cl:1][C:2]1[CH:3]=[C:4]([N+:11]([O-:13])=[O:12])[CH:5]=[C:6]2[C:10]=1[NH:9][CH:8]=[CH:7]2. (8) Given the reactants [CH2:1]([N:4]1[C:12](=[O:13])[C:11]2[N:10]([CH2:14][O:15][CH2:16][CH2:17][Si:18]([CH3:21])([CH3:20])[CH3:19])[C:9]([C:22]3[CH:23]=[N:24][NH:25][CH:26]=3)=[N:8][C:7]=2[N:6]=[CH:5]1)[CH2:2][CH3:3].Br[CH2:28][C:29]1[CH:30]=[N:31][CH:32]=[CH:33][CH:34]=1.C([O-])([O-])=O.[K+].[K+], predict the reaction product. The product is: [CH2:1]([N:4]1[C:12](=[O:13])[C:11]2[N:10]([CH2:14][O:15][CH2:16][CH2:17][Si:18]([CH3:20])([CH3:21])[CH3:19])[C:9]([C:22]3[CH:23]=[N:24][N:25]([CH2:28][C:29]4[CH:30]=[N:31][CH:32]=[CH:33][CH:34]=4)[CH:26]=3)=[N:8][C:7]=2[N:6]=[CH:5]1)[CH2:2][CH3:3]. (9) Given the reactants C([Si](C(C)C)(C(C)C)[O:5][CH2:6][C@@H:7]1[CH2:11][C@@H:10]([NH:12][C:13]([C:26]2[CH:31]=[CH:30][CH:29]=[CH:28][CH:27]=2)([C:20]2[CH:25]=[CH:24][CH:23]=[CH:22][CH:21]=2)[C:14]2[CH:19]=[CH:18][CH:17]=[CH:16][CH:15]=2)[CH2:9][C@@H:8]1[OH:32])(C)C.C1COCC1.[F-].C([N+](CCCC)(CCCC)CCCC)CCC, predict the reaction product. The product is: [OH:5][CH2:6][C@@H:7]1[CH2:11][C@@H:10]([NH:12][C:13]([C:14]2[CH:19]=[CH:18][CH:17]=[CH:16][CH:15]=2)([C:20]2[CH:21]=[CH:22][CH:23]=[CH:24][CH:25]=2)[C:26]2[CH:31]=[CH:30][CH:29]=[CH:28][CH:27]=2)[CH2:9][C@@H:8]1[OH:32]. (10) Given the reactants [CH3:1][O:2][C:3](=[O:18])[CH2:4][O:5][C:6]1[CH:11]=[CH:10][C:9]([O:12][CH2:13][CH2:14][C:15]#[N:16])=[CH:8][C:7]=1[CH3:17].C(N)(=[S:21])C.Cl.C([O-])(O)=O.[Na+], predict the reaction product. The product is: [CH3:1][O:2][C:3](=[O:18])[CH2:4][O:5][C:6]1[CH:11]=[CH:10][C:9]([O:12][CH2:13][CH2:14][C:15](=[S:21])[NH2:16])=[CH:8][C:7]=1[CH3:17].